This data is from Full USPTO retrosynthesis dataset with 1.9M reactions from patents (1976-2016). The task is: Predict the reactants needed to synthesize the given product. (1) Given the product [Cl:22][C:23]1[CH:24]=[CH:25][C:26]([C@H:29]2[C@@:31]3([C:39]4[C:34](=[CH:35][CH:36]=[CH:37][CH:38]=4)[N:33]([CH2:19][C:15]4[CH:14]=[C:13]([CH:18]=[CH:17][CH:16]=4)[C:12]([NH:9][C:7]4[NH:6][N:5]=[C:4]([CH:1]5[CH2:3][CH2:2]5)[CH:8]=4)=[O:21])[C:32]3=[O:40])[CH2:30]2)=[CH:27][CH:28]=1, predict the reactants needed to synthesize it. The reactants are: [CH:1]1([C:4]2[CH:8]=[C:7]([NH2:9])[NH:6][N:5]=2)[CH2:3][CH2:2]1.CO[C:12](=[O:21])[C:13]1[CH:18]=[CH:17][CH:16]=[C:15]([CH2:19]Br)[CH:14]=1.[Cl:22][C:23]1[CH:28]=[CH:27][C:26]([C@@H:29]2[C@:31]3([C:39]4[C:34](=[CH:35][CH:36]=[CH:37][CH:38]=4)[NH:33][C:32]3=[O:40])[CH2:30]2)=[CH:25][CH:24]=1. (2) Given the product [CH2:7](/[C:8](=[CH:16]\[N:17]([CH3:19])[CH3:18])/[C:9]#[N:10])[C:1]1[CH:6]=[CH:5][CH:4]=[CH:3][CH:2]=1, predict the reactants needed to synthesize it. The reactants are: [C:1]1([CH2:7][CH2:8][C:9]#[N:10])[CH:6]=[CH:5][CH:4]=[CH:3][CH:2]=1.C(O[CH:16](N(C)C)[N:17]([CH3:19])[CH3:18])(C)(C)C. (3) Given the product [C:5]([CH2:7][CH2:8][C:9]1[CH:14]=[CH:13][CH:12]=[CH:11][C:10]=1[C:15]1[CH:16]=[CH:17][C:18]([CH2:19][C:20]23[C:28](=[O:29])[N:27]([C:30]4[CH:31]=[C:32]([Cl:37])[CH:33]=[C:34]([Cl:36])[CH:35]=4)[C:26](=[O:38])[N:25]2[CH2:24][CH2:23][CH2:22][CH2:21]3)=[CH:39][CH:40]=1)([OH:6])=[O:4], predict the reactants needed to synthesize it. The reactants are: [OH-].[Na+].C[O:4][C:5]([CH2:7][CH2:8][C:9]1[CH:14]=[CH:13][CH:12]=[CH:11][C:10]=1[C:15]1[CH:40]=[CH:39][C:18]([CH2:19][C:20]23[C:28](=[O:29])[N:27]([C:30]4[CH:35]=[C:34]([Cl:36])[CH:33]=[C:32]([Cl:37])[CH:31]=4)[C:26](=[O:38])[N:25]2[CH2:24][CH2:23][CH2:22][CH2:21]3)=[CH:17][CH:16]=1)=[O:6]. (4) Given the product [Cl:15][C:16]1[CH:17]=[CH:18][C:19]([S:22]([C:25]2[C:26]([CH2:33][CH2:34][C:35]([OH:37])=[O:36])=[C:27](/[CH:31]=[C:8]3\[C:9](=[O:14])[NH:10][C:11]4[C:7]\3=[CH:6][C:5]([S:2]([CH3:1])(=[O:4])=[O:3])=[CH:13][CH:12]=4)[NH:28][C:29]=2[CH3:30])(=[O:23])=[O:24])=[CH:20][CH:21]=1, predict the reactants needed to synthesize it. The reactants are: [CH3:1][S:2]([C:5]1[CH:6]=[C:7]2[C:11](=[CH:12][CH:13]=1)[NH:10][C:9](=[O:14])[CH2:8]2)(=[O:4])=[O:3].[Cl:15][C:16]1[CH:21]=[CH:20][C:19]([S:22]([C:25]2[C:26]([CH2:33][CH2:34][C:35]([OH:37])=[O:36])=[C:27]([CH:31]=O)[NH:28][C:29]=2[CH3:30])(=[O:24])=[O:23])=[CH:18][CH:17]=1.N1CCCCC1. (5) Given the product [C:26]([NH:34][S:35]([NH:21][CH2:19][CH2:13][CH2:12][N:9]1[CH2:8][CH2:7][CH:6]([O:5][C:4]2[CH:15]=[CH:16][C:17]([Cl:18])=[C:2]([Cl:1])[CH:3]=2)[CH2:11][CH2:10]1)(=[O:37])=[O:36])(=[O:33])[C:27]1[CH:32]=[CH:31][CH:30]=[CH:29][CH:28]=1, predict the reactants needed to synthesize it. The reactants are: [Cl:1][C:2]1[CH:3]=[C:4]([CH:15]=[CH:16][C:17]=1[Cl:18])[O:5][CH:6]1[CH2:11][CH2:10][N:9]([CH2:12][CH2:13]N)[CH2:8][CH2:7]1.[CH2:19]([N:21](CC)CC)C.[C:26]([NH:34][S:35](Cl)(=[O:37])=[O:36])(=[O:33])[C:27]1[CH:32]=[CH:31][CH:30]=[CH:29][CH:28]=1. (6) The reactants are: [CH:1]1([N:4]([CH2:18][C:19]2[O:23][C:22]([C:24]([O:26]CC)=O)=[N:21][N:20]=2)[S:5]([C:8]2[C:13]([CH3:14])=[CH:12][C:11]([O:15][CH3:16])=[CH:10][C:9]=2[CH3:17])(=[O:7])=[O:6])[CH2:3][CH2:2]1.[CH3:29][N:30]1[CH2:35][CH2:34][CH:33]([CH2:36][N:37]2[CH2:42][CH2:41][NH:40][CH2:39][CH2:38]2)[CH2:32][CH2:31]1.C[Al](C)C. Given the product [NH3:4].[CH:1]1([N:4]([CH2:18][C:19]2[O:23][C:22]([C:24]([N:40]3[CH2:39][CH2:38][N:37]([CH2:36][CH:33]4[CH2:34][CH2:35][N:30]([CH3:29])[CH2:31][CH2:32]4)[CH2:42][CH2:41]3)=[O:26])=[N:21][N:20]=2)[S:5]([C:8]2[C:13]([CH3:14])=[CH:12][C:11]([O:15][CH3:16])=[CH:10][C:9]=2[CH3:17])(=[O:6])=[O:7])[CH2:2][CH2:3]1, predict the reactants needed to synthesize it.